From a dataset of Catalyst prediction with 721,799 reactions and 888 catalyst types from USPTO. Predict which catalyst facilitates the given reaction. (1) Reactant: [C:1]([O:5][C:6](=[O:16])[NH:7][CH2:8][CH2:9][C:10]1[CH:15]=[CH:14][N:13]=[CH:12][CH:11]=1)([CH3:4])([CH3:3])[CH3:2].Cl. Product: [C:1]([O:5][C:6](=[O:16])[NH:7][CH2:8][CH2:9][CH:10]1[CH2:11][CH2:12][NH:13][CH2:14][CH2:15]1)([CH3:4])([CH3:2])[CH3:3]. The catalyst class is: 458. (2) Reactant: [C:1]([C@@:4]1([OH:25])[C@@H:8]([CH:9]([C:11](=[O:13])[CH3:12])[OH:10])[O:7][C@@H:6]([N:14]2[C:23]3[C:17]([C:18](Br)([N:20]=[CH:21][N:22]=3)[NH2:19])=[N:16][CH2:15]2)[CH2:5]1)(=[O:3])[CH3:2].[CH3:26][O:27][C:28]1[CH:29]=[C:30]([CH:33]=[CH:34][C:35]=1[OH:36])[CH2:31]N.Cl.C(N(CC)CC)C. Product: [CH3:26][O:27][C:28]1[CH:29]=[C:30]([CH:33]=[CH:34][C:35]=1[OH:36])[CH2:31][NH:19][C:18]1[C:17]2[N:16]=[CH:15][N:14]([C:23]=2[N:22]=[CH:21][N:20]=1)[C@@H:6]1[O:7][C@H:8]([CH:9]([C:11](=[O:13])[CH3:12])[OH:10])[C@@:4]([C:1](=[O:3])[CH3:2])([OH:25])[CH2:5]1. The catalyst class is: 14.